Task: Binary Classification. Given a miRNA mature sequence and a target amino acid sequence, predict their likelihood of interaction.. Dataset: Experimentally validated miRNA-target interactions with 360,000+ pairs, plus equal number of negative samples (1) Result: 0 (no interaction). The protein sequence of the target gene is MPIVMARDLEETASSSEDEEVISQEDHPCIMWTGGCRRIPVLVFHADAILTKDNNIRVIGERYHLSYKIVRTDSRLVRSILTAHGFHEVHPSSTDYNLMWTGSHLKPFLLRTLSEAQKVNHFPRSYELTRKDRLYKNIIRMQHTHGFKAFHILPQTFLLPAEYAEFCNSYSKDRGPWIVKPVASSRGRGVYLINNPNQISLEENILVSRYINNPLLIDDFKFDVRLYVLVTSYDPLVIYLYEEGLARFATVRYDQGAKNIRNQFMHLTNYSVNKKSGDYVSCDDPEVEDYGNKWSMSAML.... The miRNA is mmu-miR-694 with sequence CUGAAAAUGUUGCCUGAAG. (2) The miRNA is cel-miR-1828 with sequence ACUGGAAGCAUUUAAGUGAUAGU. The protein sequence of the target gene is MVLLAAIDQGTSSSRFLVFEADTGELVTSHQIEVRQLFPHGGWVEMDPMELYDTVVSCISKTIEKLENLGISADEIKSVGVANQRETSIVWDKETGKPLYNAIVWLDTRTSSLADEAISRTASKSKDEFRAKTGLPIHPYFSALKLKWLFQNVPEVKKAYADGNLMFGTVDTWLIWKLTGAYVTDVSNASRTLLLDLHKRKWSTQLCEFFDLPIEILPEIRSSAEVYGHFDKGPLEGVPLSGCLGDQQAAMVGHQCLNAGQTKNTYGTGTFMLCNIGTRPIISKNGLLTTVGFQFGADSP.... Result: 1 (interaction). (3) The miRNA is mmu-miR-500-3p with sequence AAUGCACCUGGGCAAGGGUUCA. The protein sequence of the target gene is MTESTAAVTTSGHSLTTTFHIPSSQHYQEEHSPSLSGSDSLLQITTPVVASTVGNPNQHSATMSTPAIHVSTYHTAPTEVSAAFEEQPVSPHIGGMPSPIQHDFPALVMILIILGVMAGIIGTILLISYCISRMTKKSSVDIQSPEGGDNSVPLSSIEQTPNEESSNV. Result: 0 (no interaction).